From a dataset of Reaction yield outcomes from USPTO patents with 853,638 reactions. Predict the reaction yield, written as a fraction of the theoretical maximum amount of product (1.0 means a 100% yield; for example, 0.34 means a 34% yield). (1) The yield is 0.590. The reactants are [OH:1][C:2]1[CH:7]=[C:6]([CH3:8])[C:5]([NH:9][CH:10]=[O:11])=[C:4]([CH3:12])[C:3]=1[CH3:13].Br[CH2:15]/[CH:16]=[CH:17]/[C:18]1[CH:23]=[CH:22][C:21]([CH:24]([CH3:26])[CH3:25])=[CH:20][CH:19]=1. The product is [CH:24]([C:21]1[CH:20]=[CH:19][C:18](/[CH:17]=[CH:16]/[CH2:15][O:1][C:2]2[CH:7]=[C:6]([CH3:8])[C:5]([NH:9][CH:10]=[O:11])=[C:4]([CH3:12])[C:3]=2[CH3:13])=[CH:23][CH:22]=1)([CH3:26])[CH3:25]. The catalyst is C(OCC)(=O)C.CCCCCC. (2) The yield is 0.850. The product is [Br:1][C:2]1[C:3]([CH2:20][N:21]2[CH2:25][CH:24]([CH2:26][CH2:27][CH3:28])[CH2:23][C:22]2=[O:29])=[C:4]2[N:10]=[CH:9][NH:8][C:5]2=[N:6][CH:7]=1. The reactants are [Br:1][C:2]1[C:3]([CH2:20][N:21]2[CH2:25][CH:24]([CH2:26][CH2:27][CH3:28])[CH2:23][C:22]2=[O:29])=[C:4]2[N:10]=[CH:9][N:8](CC3C=CC(OC)=CC=3)[C:5]2=[N:6][CH:7]=1.C1(OC)C=CC=CC=1.OS(O)(=O)=O.C([O-])(O)=O.[Na+]. The catalyst is FC(F)(F)C(O)=O.C(OCC)(=O)C.